From a dataset of NCI-60 drug combinations with 297,098 pairs across 59 cell lines. Regression. Given two drug SMILES strings and cell line genomic features, predict the synergy score measuring deviation from expected non-interaction effect. (1) Drug 1: C1CCC(C1)C(CC#N)N2C=C(C=N2)C3=C4C=CNC4=NC=N3. Drug 2: N.N.Cl[Pt+2]Cl. Cell line: HCC-2998. Synergy scores: CSS=0.983, Synergy_ZIP=2.96, Synergy_Bliss=3.27, Synergy_Loewe=-0.0649, Synergy_HSA=-1.40. (2) Drug 2: CC1C(C(CC(O1)OC2CC(CC3=C2C(=C4C(=C3O)C(=O)C5=C(C4=O)C(=CC=C5)OC)O)(C(=O)CO)O)N)O.Cl. Synergy scores: CSS=29.4, Synergy_ZIP=0.815, Synergy_Bliss=2.88, Synergy_Loewe=-9.87, Synergy_HSA=4.05. Cell line: BT-549. Drug 1: CC1C(C(=O)NC(C(=O)N2CCCC2C(=O)N(CC(=O)N(C(C(=O)O1)C(C)C)C)C)C(C)C)NC(=O)C3=C4C(=C(C=C3)C)OC5=C(C(=O)C(=C(C5=N4)C(=O)NC6C(OC(=O)C(N(C(=O)CN(C(=O)C7CCCN7C(=O)C(NC6=O)C(C)C)C)C)C(C)C)C)N)C.